This data is from Reaction yield outcomes from USPTO patents with 853,638 reactions. The task is: Predict the reaction yield, written as a fraction of the theoretical maximum amount of product (1.0 means a 100% yield; for example, 0.34 means a 34% yield). (1) The reactants are [CH3:1][O:2][C:3]1[CH:4]=[C:5]2[C:10](=[CH:11][C:12]=1[O:13][CH3:14])[N:9]=[CH:8][N:7]=[C:6]2[O:15][C:16]1[CH:22]=[CH:21][C:19]([NH2:20])=[CH:18][CH:17]=1.[F:23][C:24]1[CH:29]=[CH:28][C:27]([N:30]=[C:31]=[O:32])=[CH:26][CH:25]=1.CO. The catalyst is C(Cl)(Cl)Cl. The product is [CH3:1][O:2][C:3]1[CH:4]=[C:5]2[C:10](=[CH:11][C:12]=1[O:13][CH3:14])[N:9]=[CH:8][N:7]=[C:6]2[O:15][C:16]1[CH:22]=[CH:21][C:19]([NH:20][C:31]([NH:30][C:27]2[CH:28]=[CH:29][C:24]([F:23])=[CH:25][CH:26]=2)=[O:32])=[CH:18][CH:17]=1. The yield is 0.360. (2) The reactants are [NH2:1][C@@H:2]([C@@H:5]([CH3:8])[CH2:6][CH3:7])[CH2:3][OH:4]. The catalyst is O1CCOCC1. The product is [CH:5]([CH:2]1[NH:1][C:3](=[O:4])[CH:2]([CH:5]([CH2:6][CH3:7])[CH3:8])[NH:1][C:3]1=[O:4])([CH2:6][CH3:7])[CH3:8]. The yield is 0.720. (3) The reactants are [CH3:1][O:2][C:3]1[C:12]2[N:11]=[N:10][C:9]3=[C:13]([CH3:16])[N:14]=[CH:15][N:8]3[C:7]=2[CH:6]=[C:5]([C:17]([F:20])([F:19])[F:18])[CH:4]=1.[Br:21]NC(=O)CCC(N)=O. The catalyst is C(#N)C. The product is [Br:21][C:15]1[N:8]2[C:9]([N:10]=[N:11][C:12]3[C:3]([O:2][CH3:1])=[CH:4][C:5]([C:17]([F:20])([F:19])[F:18])=[CH:6][C:7]=32)=[C:13]([CH3:16])[N:14]=1. The yield is 0.770. (4) The reactants are [Cl:1][C:2]1[CH:7]=[CH:6][C:5]([S:8]([NH:11][C:12]2[CH:20]=[C:19]([O:21][CH3:22])[C:18]([O:23][CH3:24])=[CH:17][C:13]=2[C:14](O)=[O:15])(=[O:10])=[O:9])=[CH:4][CH:3]=1.P(Cl)(Cl)(Cl)(Cl)[Cl:26]. The catalyst is C1(C)C=CC=CC=1. The product is [Cl:1][C:2]1[CH:7]=[CH:6][C:5]([S:8]([NH:11][C:12]2[CH:20]=[C:19]([O:21][CH3:22])[C:18]([O:23][CH3:24])=[CH:17][C:13]=2[C:14]([Cl:26])=[O:15])(=[O:10])=[O:9])=[CH:4][CH:3]=1. The yield is 0.930. (5) The reactants are [NH:1]1[C:5]2=[CH:6][N:7]=[CH:8][CH:9]=[C:4]2[CH:3]=[CH:2]1.[C:10]1([CH3:22])[CH:15]=[C:14]([CH3:16])[CH:13]=[C:12]([CH3:17])[C:11]=1[S:18](Cl)(=[O:20])=[O:19].[H-].[Na+]. The catalyst is C1COCC1.CCOC(C)=O. The product is [CH3:22][C:10]1[CH:15]=[C:14]([CH3:16])[CH:13]=[C:12]([CH3:17])[C:11]=1[S:18]([N:1]1[C:5]2=[CH:6][N:7]=[CH:8][CH:9]=[C:4]2[CH:3]=[CH:2]1)(=[O:19])=[O:20]. The yield is 0.870. (6) The reactants are [C:1]([O:5][C:6]([N:8]([CH3:34])[C:9]1[CH:14]=[CH:13][C:12]([C:15]2[C:16]([C:28]3[CH:33]=[CH:32][CH:31]=[CH:30][CH:29]=3)=[N:17][C:18]3[C:23]([N:24]=2)=[CH:22][C:21]([C:25]([OH:27])=[O:26])=[CH:20][CH:19]=3)=[CH:11][CH:10]=1)=[O:7])([CH3:4])([CH3:3])[CH3:2].[C:35]([O-])([O-])=O.[K+].[K+].CI. The catalyst is CN(C=O)C. The product is [C:1]([O:5][C:6]([N:8]([CH3:34])[C:9]1[CH:10]=[CH:11][C:12]([C:15]2[C:16]([C:28]3[CH:33]=[CH:32][CH:31]=[CH:30][CH:29]=3)=[N:17][C:18]3[C:23]([N:24]=2)=[CH:22][C:21]([C:25]([O:27][CH3:35])=[O:26])=[CH:20][CH:19]=3)=[CH:13][CH:14]=1)=[O:7])([CH3:4])([CH3:3])[CH3:2]. The yield is 0.980. (7) The reactants are C(OC1C=CC([CH2:15]/[C:16](/[C:23]2[N:24]([S:28]([N:31]([CH3:33])[CH3:32])(=[O:30])=[O:29])[CH:25]=[CH:26][N:27]=2)=[CH:17]/[C:18]([O:20][CH2:21][CH3:22])=[O:19])=CC=1)C1C=CC=CC=1.C([O:41][C:42]1[CH:47]=[CH:46][C:45](C/C(/C2SC=CN=2)=C/C(OCC)=O)=[CH:44][CH:43]=1)C1C=CC=CC=1. No catalyst specified. The product is [CH3:33][N:31]([CH3:32])[S:28]([N:24]1[CH:25]=[CH:26][N:27]=[C:23]1[CH:16]([CH2:15][C:43]1[CH:44]=[CH:45][CH:46]=[CH:47][C:42]=1[OH:41])[CH2:17][C:18]([O:20][CH2:21][CH3:22])=[O:19])(=[O:30])=[O:29]. The yield is 0.910. (8) The reactants are [CH3:1][C:2]1[CH:7]=[CH:6][N:5]=[C:4]([S:8][CH3:9])[N:3]=1.[N+:10]([CH2:13][C:14]1C=C(C=CC=1)C([O-])=O)([O-:12])=[O:11].[Li+].[CH3:24][Si]([N-][Si](C)(C)C)(C)C.[CH2:33]1[CH2:37][O:36][CH2:35][CH2:34]1. No catalyst specified. The product is [CH3:9][S:8][C:4]1[N:3]=[C:2]([CH2:1][C:35]([C:34]2[CH:33]=[CH:37][CH:14]=[C:13]([N+:10]([O-:12])=[O:11])[CH:24]=2)=[O:36])[CH:7]=[CH:6][N:5]=1. The yield is 0.430. (9) The reactants are Br.[CH2:2]([C:4]1[N:5]=[C:6]([C@@H:9]([NH2:20])[CH2:10][C:11]2[CH:16]=[CH:15][C:14]([N+:17]([O-:19])=[O:18])=[CH:13][CH:12]=2)[S:7][CH:8]=1)[CH3:3].[CH2:21]([CH:28]([C:32]([O:34][CH2:35][CH3:36])=[O:33])[C:29](O)=[O:30])[C:22]1[CH:27]=[CH:26][CH:25]=[CH:24][CH:23]=1.ON1C2C=CC=CC=2N=N1.CN(C)CCCN=C=NCC.C(N(C(C)C)CC)(C)C. The catalyst is CN(C=O)C.O. The product is [CH2:35]([O:34][C:32](=[O:33])[CH:28]([CH2:21][C:22]1[CH:27]=[CH:26][CH:25]=[CH:24][CH:23]=1)[C:29]([NH:20][C@H:9]([C:6]1[S:7][CH:8]=[C:4]([CH2:2][CH3:3])[N:5]=1)[CH2:10][C:11]1[CH:16]=[CH:15][C:14]([N+:17]([O-:19])=[O:18])=[CH:13][CH:12]=1)=[O:30])[CH3:36]. The yield is 0.310.